Predict the reactants needed to synthesize the given product. From a dataset of Full USPTO retrosynthesis dataset with 1.9M reactions from patents (1976-2016). (1) Given the product [CH3:27][O:2][C:1]([C@@H:4]1[CH2:21][CH:20]2[C@:15]([CH3:23])([CH2:16][CH2:17][C:18](=[O:22])[CH2:19]2)[C@@H:14]2[C@@H:5]1[C@H:6]1[C@@:10]([CH2:12][CH2:13]2)([CH3:11])[C:9](=[O:24])[CH2:8][CH2:7]1)=[O:3], predict the reactants needed to synthesize it. The reactants are: [C:1]([C@@H:4]1[CH2:21][CH:20]2[C@:15]([CH3:23])([CH2:16][CH2:17][C:18](=[O:22])[CH2:19]2)[C@@H:14]2[C@@H:5]1[C@H:6]1[C@@:10]([CH2:12][CH2:13]2)([CH3:11])[C:9](=[O:24])[CH2:8][CH2:7]1)([OH:3])=[O:2].CO.[CH3:27]CN=C=NCCCN(C)C.O. (2) The reactants are: [Cl-].[CH3:2][O:3][CH2:4][P+](C1C=CC=CC=1)(C1C=CC=CC=1)C1C=CC=CC=1.C[O-].[Na+].[Br:27][C:28]1[CH:33]=[CH:32][N:31]2[N:34]=[C:35]([C:39]3[CH:44]=[CH:43][C:42]([O:45][CH3:46])=[CH:41][CH:40]=3)[C:36]([CH:37]=O)=[C:30]2[CH:29]=1. Given the product [Br:27][C:28]1[CH:33]=[CH:32][N:31]2[N:34]=[C:35]([C:39]3[CH:44]=[CH:43][C:42]([O:45][CH3:46])=[CH:41][CH:40]=3)[C:36]([CH:37]=[CH:2][O:3][CH3:4])=[C:30]2[CH:29]=1, predict the reactants needed to synthesize it. (3) Given the product [CH3:22][C:23]1[CH:28]=[C:27]([CH3:29])[CH:26]=[CH:25][C:24]=1[CH:30]([C:32]1[CH:37]=[CH:36][CH:35]=[CH:34][CH:33]=1)[NH:31][C:19](=[O:20])[CH2:18][C:15]1[CH:16]=[CH:17][C:11]2[O:10][C:9]([CH2:8][C:7]3[C:2]([CH3:1])=[N:3][CH:4]=[CH:5][CH:6]=3)=[CH:13][C:12]=2[CH:14]=1, predict the reactants needed to synthesize it. The reactants are: [CH3:1][C:2]1[C:7]([CH2:8][C:9]2[O:10][C:11]3[CH:17]=[CH:16][C:15]([CH2:18][C:19](O)=[O:20])=[CH:14][C:12]=3[CH:13]=2)=[CH:6][CH:5]=[CH:4][N:3]=1.[CH3:22][C:23]1[CH:28]=[C:27]([CH3:29])[CH:26]=[CH:25][C:24]=1[CH:30]([C:32]1[CH:37]=[CH:36][CH:35]=[CH:34][CH:33]=1)[NH2:31].C(Cl)CCl.C1C=CC2N(O)N=NC=2C=1.CCN(C(C)C)C(C)C. (4) Given the product [I-:17].[CH3:14][N+:13]([CH3:16])([CH3:15])[CH2:12][C:6]1[C:5]2[C:9](=[CH:10][CH:11]=[C:3]([C:1]#[N:2])[CH:4]=2)[NH:8][CH:7]=1, predict the reactants needed to synthesize it. The reactants are: [C:1]([C:3]1[CH:4]=[C:5]2[C:9](=[CH:10][CH:11]=1)[NH:8][CH:7]=[C:6]2[CH2:12][N:13]([CH3:15])[CH3:14])#[N:2].[CH3:16][I:17].